This data is from Forward reaction prediction with 1.9M reactions from USPTO patents (1976-2016). The task is: Predict the product of the given reaction. Given the reactants C(CC1C=CC(C[CH2:10][CH2:11][NH:12][C:13]2[CH:18]=[C:17]([O:19][CH3:20])[CH:16]=[CH:15][C:14]=2[C@@H:21]2[CH2:30][CH2:29][C:28]3[CH:27]=[C:26]([O:31]C(=O)C(C)(C)C)[CH:25]=[CH:24][C:23]=3[CH2:22]2)=CC=1)(O)=O.[NH:40]1[CH2:44][CH2:43][CH2:42][CH2:41]1, predict the reaction product. The product is: [CH2:11]([N:12]([CH2:27][C:28]1[CH:29]=[CH:30][C:21]([CH2:14][CH2:13][N:40]2[CH2:44][CH2:43][CH2:42][CH2:41]2)=[CH:22][CH:23]=1)[C:13]1[CH:18]=[C:17]([O:19][CH3:20])[CH:16]=[CH:15][C:14]=1[C@@H:21]1[CH2:30][CH2:29][C:28]2[CH:27]=[C:26]([OH:31])[CH:25]=[CH:24][C:23]=2[CH2:22]1)[CH3:10].